Dataset: Reaction yield outcomes from USPTO patents with 853,638 reactions. Task: Predict the reaction yield, written as a fraction of the theoretical maximum amount of product (1.0 means a 100% yield; for example, 0.34 means a 34% yield). (1) The product is [N+:12]([C:5]1[CH:6]=[C:7]([C:8]([F:11])([F:10])[F:9])[C:2]([C:16]#[N:15])=[N:3][CH:4]=1)([O-:14])=[O:13]. The yield is 0.670. The reactants are Br[C:2]1[C:7]([C:8]([F:11])([F:10])[F:9])=[CH:6][C:5]([N+:12]([O-:14])=[O:13])=[CH:4][N:3]=1.[N:15]1C2C(=CC=C3C=2N=CC=C3)C=C[CH:16]=1.C([Cu])#N. The catalyst is CC(N(C)C)=O. (2) The reactants are Br[C:2]1[CH:3]=[C:4]2[C:9](=[C:10]([F:12])[CH:11]=1)[N:8]=[C:7]([Cl:13])[N:6]=[CH:5]2.[CH3:14][O:15][C:16]1[CH:17]=[C:18](B(O)O)[CH:19]=[C:20]([O:22][CH3:23])[CH:21]=1.C(=O)([O-])[O-].[Cs+].[Cs+]. The product is [Cl:13][C:7]1[N:6]=[CH:5][C:4]2[C:9](=[C:10]([F:12])[CH:11]=[C:2]([C:18]3[CH:17]=[C:16]([O:15][CH3:14])[CH:21]=[C:20]([O:22][CH3:23])[CH:19]=3)[CH:3]=2)[N:8]=1. The yield is 0.510. The catalyst is C1COCC1.O.Cl[Pd](Cl)([P](C1C=CC=CC=1)(C1C=CC=CC=1)C1C=CC=CC=1)[P](C1C=CC=CC=1)(C1C=CC=CC=1)C1C=CC=CC=1. (3) The reactants are [CH3:1][Si:2]([CH3:10])([CH3:9])[O:3][C:4]([CH3:8])([C:6]#[CH:7])[CH3:5].[Li]CCCC.[C:16]([C:18]1[CH:29]=[CH:28][C:21]([C:22](N(OC)C)=[O:23])=[CH:20][CH:19]=1)#[N:17]. The catalyst is C1COCC1. The product is [CH3:5][C:4]([O:3][Si:2]([CH3:10])([CH3:9])[CH3:1])([CH3:8])[C:6]#[C:7][C:22]([C:21]1[CH:28]=[CH:29][C:18]([C:16]#[N:17])=[CH:19][CH:20]=1)=[O:23]. The yield is 0.680. (4) The reactants are [Si:1]([O:8][CH2:9][C:10]1[CH:19]=[CH:18][C:13]([C:14]([NH:16][NH2:17])=[O:15])=[CH:12][CH:11]=1)([C:4]([CH3:7])([CH3:6])[CH3:5])([CH3:3])[CH3:2].Cl.[C:21](=N)(OCC)[CH2:22][CH3:23].CCN(CC)CC. The catalyst is CCO. The product is [Si:1]([O:8][CH2:9][C:10]1[CH:11]=[CH:12][C:13]([C:14]2[O:15][C:21]([CH2:22][CH3:23])=[N:17][N:16]=2)=[CH:18][CH:19]=1)([C:4]([CH3:7])([CH3:6])[CH3:5])([CH3:3])[CH3:2]. The yield is 0.440. (5) The product is [CH3:35][O:36][C:32](=[O:34])[CH2:31][CH2:30][CH2:29][C:26]1[CH:27]=[CH:28][C:23]([N:22]2[C:2](=[S:3])[N:1]([C:4]3[CH:11]=[CH:10][C:7]([C:8]#[N:9])=[C:6]([C:12]([F:13])([F:15])[F:14])[CH:5]=3)[C:16](=[O:42])[C:18]32[CH2:21][CH2:20][CH2:19]3)=[CH:24][CH:25]=1. The yield is 0.790. The catalyst is O. The reactants are [N:1]([C:4]1[CH:11]=[CH:10][C:7]([C:8]#[N:9])=[C:6]([C:12]([F:15])([F:14])[F:13])[CH:5]=1)=[C:2]=[S:3].[C:16]([C:18]1([NH:22][C:23]2[CH:28]=[CH:27][C:26]([CH2:29][CH2:30][CH2:31][C:32]([OH:34])=O)=[CH:25][CH:24]=2)[CH2:21][CH2:20][CH2:19]1)#N.[CH3:35][OH:36].Cl.CN(C=[O:42])C.